From a dataset of Forward reaction prediction with 1.9M reactions from USPTO patents (1976-2016). Predict the product of the given reaction. (1) The product is: [CH2:1]([O:3][C:4](=[O:14])[CH:5]=[CH:20][C:19]1[C:22]([F:26])=[CH:23][CH:24]=[CH:25][C:18]=1[Cl:17])[CH3:2]. Given the reactants [CH2:1]([O:3][C:4](=[O:14])[CH2:5]P(OCC)(OCC)=O)[CH3:2].[H-].[Na+].[Cl:17][C:18]1[CH:25]=[CH:24][CH:23]=[C:22]([F:26])[C:19]=1[CH:20]=O, predict the reaction product. (2) Given the reactants [CH3:1][O:2][C:3](=[O:12])[C:4]1[CH:9]=[CH:8][C:7]([OH:10])=[C:6]([F:11])[CH:5]=1.[C:13]([O:17][C:18]([N:20]1[CH2:25][CH2:24][CH:23]([N:26]2[C:30]3=[N:31][CH:32]=[N:33][C:34](Cl)=[C:29]3[CH:28]=[N:27]2)[CH2:22][CH2:21]1)=[O:19])([CH3:16])([CH3:15])[CH3:14].C(=O)([O-])[O-].[K+].[K+].C(=O)([O-])[O-].[Na+].[Na+], predict the reaction product. The product is: [C:13]([O:17][C:18]([N:20]1[CH2:21][CH2:22][CH:23]([N:26]2[C:30]3=[N:31][CH:32]=[N:33][C:34]([O:10][C:7]4[CH:8]=[CH:9][C:4]([C:3]([O:2][CH3:1])=[O:12])=[CH:5][C:6]=4[F:11])=[C:29]3[CH:28]=[N:27]2)[CH2:24][CH2:25]1)=[O:19])([CH3:16])([CH3:14])[CH3:15]. (3) Given the reactants [Br:1][C:2]1[CH:3]=[C:4]([F:19])[C:5]([O:11][CH2:12][C:13]2[CH:18]=[CH:17][CH:16]=[CH:15][CH:14]=2)=[C:6]2[C:10]=1[NH:9][CH:8]=[CH:7]2.[F:20][C:21]1[CH:22]=[C:23](B(O)O)[CH:24]=[CH:25][C:26]=1[O:27][CH2:28][C:29]1[CH:34]=[CH:33][CH:32]=[CH:31][CH:30]=1.N1C=CC=CC=1.B(O)O, predict the reaction product. The product is: [Br:1][C:2]1[CH:3]=[C:4]([F:19])[C:5]([O:11][CH2:12][C:13]2[CH:18]=[CH:17][CH:16]=[CH:15][CH:14]=2)=[C:6]2[C:10]=1[N:9]([C:23]1[CH:24]=[CH:25][C:26]([O:27][CH2:28][C:29]3[CH:30]=[CH:31][CH:32]=[CH:33][CH:34]=3)=[C:21]([F:20])[CH:22]=1)[CH:8]=[CH:7]2. (4) The product is: [Cl:1][C:2]1[CH:9]=[CH:8][C:5]([CH2:6][NH:7][C:18]2[CH:19]=[N:20][CH:21]=[CH:13][C:14]=2[C:15]([OH:17])=[O:16])=[C:4]([O:10][CH3:11])[CH:3]=1. Given the reactants [Cl:1][C:2]1[CH:9]=[CH:8][C:5]([CH2:6][NH2:7])=[C:4]([O:10][CH3:11])[CH:3]=1.F[C:13]1[CH:21]=[N:20][CH:19]=[CH:18][C:14]=1[C:15]([OH:17])=[O:16], predict the reaction product. (5) Given the reactants [NH2:1][C:2]1[CH:7]=[CH:6][N:5]2[N:8]=[C:9]([C:21]3[CH:26]=[CH:25][CH:24]=[CH:23][CH:22]=3)[C:10]([C:11]3[CH:12]=[CH:13][C:14](=[O:20])[N:15]([CH:17]([CH3:19])[CH3:18])[N:16]=3)=[C:4]2[CH:3]=1.N1C=CC=CC=1.[C:33](Cl)([CH3:35])=[O:34], predict the reaction product. The product is: [C:33]([NH:1][C:2]1[CH:7]=[CH:6][N:5]2[N:8]=[C:9]([C:21]3[CH:22]=[CH:23][CH:24]=[CH:25][CH:26]=3)[C:10]([C:11]3[CH:12]=[CH:13][C:14](=[O:20])[N:15]([CH:17]([CH3:19])[CH3:18])[N:16]=3)=[C:4]2[CH:3]=1)(=[O:34])[CH3:35]. (6) Given the reactants [F:1][C:2]1[CH:15]=[C:14]([N+:16]([O-])=O)[CH:13]=[CH:12][C:3]=1[O:4][C:5]1[CH:10]=[CH:9][N:8]=[CH:7][C:6]=1[I:11].S(S([O-])=O)([O-])=O.[Na+].[Na+], predict the reaction product. The product is: [F:1][C:2]1[CH:15]=[C:14]([CH:13]=[CH:12][C:3]=1[O:4][C:5]1[CH:10]=[CH:9][N:8]=[CH:7][C:6]=1[I:11])[NH2:16].